Predict the product of the given reaction. From a dataset of Forward reaction prediction with 1.9M reactions from USPTO patents (1976-2016). (1) Given the reactants CO[C:3]([C:5]1[S:9][C:8](/[CH:10]=[CH:11]/[C:12]2[C:13]([CH2:18][CH2:19][CH2:20][CH3:21])=[N:14][O:15][C:16]=2[CH3:17])=[N:7][C:6]=1[CH3:22])=[O:4].[NH2:23][CH:24]([CH2:27][OH:28])[CH2:25][OH:26], predict the reaction product. The product is: [OH:26][CH2:25][CH:24]([NH:23][C:3]([C:5]1[S:9][C:8](/[CH:10]=[CH:11]/[C:12]2[C:13]([CH2:18][CH2:19][CH2:20][CH3:21])=[N:14][O:15][C:16]=2[CH3:17])=[N:7][C:6]=1[CH3:22])=[O:4])[CH2:27][OH:28]. (2) Given the reactants P(Br)(Br)[Br:2].[Cl:5][C:6]1[C:15]2[C:10](=[CH:11][C:12]([O:16][CH3:17])=[CH:13][CH:14]=2)[CH:9]=[CH:8][C:7]=1[CH2:18]O.O, predict the reaction product. The product is: [Br:2][CH2:18][C:7]1[CH:8]=[CH:9][C:10]2[C:15](=[CH:14][CH:13]=[C:12]([O:16][CH3:17])[CH:11]=2)[C:6]=1[Cl:5].